From a dataset of TCR-epitope binding with 47,182 pairs between 192 epitopes and 23,139 TCRs. Binary Classification. Given a T-cell receptor sequence (or CDR3 region) and an epitope sequence, predict whether binding occurs between them. The epitope is KLPDDFTGCV. The TCR CDR3 sequence is CASSELERGGLGDTQYF. Result: 1 (the TCR binds to the epitope).